Dataset: Full USPTO retrosynthesis dataset with 1.9M reactions from patents (1976-2016). Task: Predict the reactants needed to synthesize the given product. (1) The reactants are: C(OC(=O)[NH:7][C@H:8]1[CH2:13][CH2:12][C@@H:11]([N:14]2[C:19](=[O:20])[C:18]3[CH:21]=[C:22]([F:25])[CH:23]=[N:24][C:17]=3[N:16]([C:26]3[CH:27]=[C:28]([C:32]4[CH:37]=[CH:36][C:35]([OH:38])=[CH:34][C:33]=4[CH:39]=O)[CH:29]=[CH:30][CH:31]=3)[C:15]2=[O:41])[CH2:10][CH2:9]1)(C)(C)C.Cl.[CH3:44][C@@H:45]1[CH2:50][O:49][CH2:48][CH2:47][NH:46]1.C(N(CC)CC)C.C(O[BH-](OC(=O)C)OC(=O)C)(=O)C.[Na+].[F:72][C:73]1[CH:74]=[CH:75][C:76]2[N:77]([CH:79]=[C:80]([CH:82]=O)[N:81]=2)[CH:78]=1. Given the product [F:25][C:22]1[CH:23]=[N:24][C:17]2[N:16]([C:26]3[CH:27]=[C:28]([C:32]4[CH:37]=[CH:36][C:35]([OH:38])=[CH:34][C:33]=4[CH2:39][N:46]4[CH2:47][CH2:48][O:49][CH2:50][C@H:45]4[CH3:44])[CH:29]=[CH:30][CH:31]=3)[C:15](=[O:41])[N:14]([C@H:11]3[CH2:10][CH2:9][C@@H:8]([NH:7][CH2:82][C:80]4[N:81]=[C:76]5[CH:75]=[CH:74][C:73]([F:72])=[CH:78][N:77]5[CH:79]=4)[CH2:13][CH2:12]3)[C:19](=[O:20])[C:18]=2[CH:21]=1, predict the reactants needed to synthesize it. (2) Given the product [Cl:1][C:2]1[CH:10]=[C:9]2[C:5]([C:6]([C:11]#[N:12])=[N:7][N:8]2[CH2:14][C:15]2[C:20]([F:21])=[CH:19][CH:18]=[CH:17][N:16]=2)=[CH:4][CH:3]=1, predict the reactants needed to synthesize it. The reactants are: [Cl:1][C:2]1[CH:10]=[C:9]2[C:5]([C:6]([C:11]#[N:12])=[N:7][NH:8]2)=[CH:4][CH:3]=1.Cl[CH2:14][C:15]1[C:20]([F:21])=[CH:19][CH:18]=[CH:17][N:16]=1. (3) Given the product [CH3:1][S:2]([C:5]1[CH:10]=[CH:9][C:8]([C:11]2[N:16]3[N:17]=[C:18]([NH:20][C:33]4[CH:34]=[CH:22][CH:23]=[C:24]([CH2:25][N:26]5[CH2:31][CH2:30][O:29][CH2:28][CH2:27]5)[CH:32]=4)[N:19]=[C:15]3[CH:14]=[CH:13][CH:12]=2)=[CH:7][CH:6]=1)(=[O:3])=[O:4], predict the reactants needed to synthesize it. The reactants are: [CH3:1][S:2]([C:5]1[CH:10]=[CH:9][C:8]([C:11]2[N:16]3[N:17]=[C:18]([NH2:20])[N:19]=[C:15]3[CH:14]=[CH:13][CH:12]=2)=[CH:7][CH:6]=1)(=[O:4])=[O:3].Br[C:22]1[CH:23]=[C:24]([CH:32]=[CH:33][CH:34]=1)[CH2:25][N:26]1[CH2:31][CH2:30][O:29][CH2:28][CH2:27]1.C1(P(C2CCCCC2)C2C=CC=CC=2C2C=CC=CC=2P(C2CCCCC2)C2CCCCC2)CCCCC1. (4) Given the product [NH:16]([C:14]1[S:15][CH:11]([CH2:10][C:9]2[NH:8][C:3]3[CH:4]=[CH:5][CH:6]=[CH:7][C:2]=3[N:1]=2)[C:12](=[O:23])[N:13]=1)[C:17]1[CH:22]=[CH:21][CH:20]=[CH:19][CH:18]=1, predict the reactants needed to synthesize it. The reactants are: [NH2:1][C:2]1[CH:7]=[CH:6][CH:5]=[CH:4][C:3]=1[NH:8][C:9](=O)[CH2:10][CH:11]1[S:15][C:14]([NH:16][C:17]2[CH:22]=[CH:21][CH:20]=[CH:19][CH:18]=2)=[N:13][C:12]1=[O:23]. (5) Given the product [OH:10][C:5]1[CH:6]=[CH:7][C:8]([C:11]2([C:8]3[CH:7]=[CH:6][C:5]([OH:10])=[C:4]([CH:1]([CH3:3])[CH3:2])[CH:9]=3)[C:12]3[C:13](=[CH:17][CH:18]=[CH:19][CH:20]=3)[C:14](=[O:15])[O:16]2)=[CH:9][C:4]=1[CH:1]([CH3:3])[CH3:2], predict the reactants needed to synthesize it. The reactants are: [CH:1]([C:4]1[CH:9]=[CH:8][CH:7]=[CH:6][C:5]=1[OH:10])([CH3:3])[CH3:2].[C:11]1(=O)[O:16][C:14](=[O:15])[C:13]2=[CH:17][CH:18]=[CH:19][CH:20]=[C:12]12. (6) Given the product [CH:1]1([N:7]([CH3:17])[C:8]2[N:13]=[CH:12][N:11]=[C:10]([C:14]([NH:18][C:19]3[CH:24]=[CH:23][C:22]([S:25]([NH:28][CH2:29][CH3:30])(=[O:27])=[O:26])=[CH:21][CH:20]=3)=[O:16])[CH:9]=2)[CH2:2][CH2:3][CH2:4][CH2:5][CH2:6]1, predict the reactants needed to synthesize it. The reactants are: [CH:1]1([N:7]([CH3:17])[C:8]2[N:13]=[CH:12][N:11]=[C:10]([C:14]([OH:16])=O)[CH:9]=2)[CH2:6][CH2:5][CH2:4][CH2:3][CH2:2]1.[NH2:18][C:19]1[CH:24]=[CH:23][C:22]([S:25]([NH:28][CH2:29][CH3:30])(=[O:27])=[O:26])=[CH:21][CH:20]=1. (7) Given the product [NH2:10][CH2:11][CH2:12][CH2:13][CH2:14][C@H:15]([NH:27][C:28]([CH:30]1[CH2:35][CH2:34][CH2:33][O:32][CH2:31]1)=[O:29])[C:16]([C:18]1[S:19][C:20]2[CH:26]=[CH:25][CH:24]=[CH:23][C:21]=2[N:22]=1)=[O:17], predict the reactants needed to synthesize it. The reactants are: C(OC(=O)[NH:10][CH2:11][CH2:12][CH2:13][CH2:14][C@H:15]([NH:27][C:28]([CH:30]1[CH2:35][CH2:34][CH2:33][O:32][CH2:31]1)=[O:29])[C:16]([C:18]1[S:19][C:20]2[CH:26]=[CH:25][CH:24]=[CH:23][C:21]=2[N:22]=1)=[O:17])C1C=CC=CC=1.Br.CC(O)=O. (8) Given the product [CH3:21][S:22]([O:1][CH2:2][CH:3]1[CH2:6][N:5]([C:7]([O:9][C:10]([CH3:13])([CH3:12])[CH3:11])=[O:8])[CH2:4]1)(=[O:24])=[O:23], predict the reactants needed to synthesize it. The reactants are: [OH:1][CH2:2][CH:3]1[CH2:6][N:5]([C:7]([O:9][C:10]([CH3:13])([CH3:12])[CH3:11])=[O:8])[CH2:4]1.C(N(CC)CC)C.[CH3:21][S:22](Cl)(=[O:24])=[O:23].[Cl-].[NH4+]. (9) Given the product [Cl:1][C:2]1[CH:7]=[CH:6][C:5]([CH:8]([O:37][CH3:38])[C:9]2[O:10][C:11]3[CH:17]=[CH:16][C:15]([CH2:18][C:19]([NH:21][C@H:22]([C:29]4[CH:34]=[CH:33][C:32]([CH3:35])=[CH:31][C:30]=4[CH3:36])[C:23]4[CH:28]=[CH:27][CH:26]=[CH:25][CH:24]=4)=[O:20])=[CH:14][C:12]=3[CH:13]=2)=[CH:4][CH:3]=1, predict the reactants needed to synthesize it. The reactants are: [Cl:1][C:2]1[CH:7]=[CH:6][C:5]([CH:8]([OH:37])[C:9]2[O:10][C:11]3[CH:17]=[CH:16][C:15]([CH2:18][C:19]([NH:21][C@H:22]([C:29]4[CH:34]=[CH:33][C:32]([CH3:35])=[CH:31][C:30]=4[CH3:36])[C:23]4[CH:28]=[CH:27][CH:26]=[CH:25][CH:24]=4)=[O:20])=[CH:14][C:12]=3[CH:13]=2)=[CH:4][CH:3]=1.[CH:38](OCC#N)(C)C. (10) Given the product [CH2:12]([O:13][C:10]1[C:11]([C:12]([N:34]2[CH2:39][CH2:38][CH2:37][CH2:36][CH2:35]2)=[O:13])=[CH:15][CH:16]=[CH:8][C:9]=1[C:17]([NH:19][C:20]1[CH:25]=[C:24]([C:26]([F:28])([F:27])[F:29])[CH:23]=[C:22]([C:30]([F:31])([F:32])[F:33])[CH:21]=1)=[O:18])[C:11]1[CH:15]=[CH:16][CH:8]=[CH:9][CH:10]=1, predict the reactants needed to synthesize it. The reactants are: C([C:8]1[CH:16]=[CH:15][C:11]([C:12](O)=[O:13])=[CH:10][C:9]=1[C:17]([NH:19][C:20]1[CH:25]=[C:24]([C:26]([F:29])([F:28])[F:27])[CH:23]=[C:22]([C:30]([F:33])([F:32])[F:31])[CH:21]=1)=[O:18])C1C=CC=CC=1.[NH:34]1[CH2:39][CH2:38][CH2:37][CH2:36][CH2:35]1.